This data is from Full USPTO retrosynthesis dataset with 1.9M reactions from patents (1976-2016). The task is: Predict the reactants needed to synthesize the given product. Given the product [Si:1]([O:8][C@H:9]1[CH2:14][CH2:13][C@H:12]([N:15]2[CH:19]=[C:18]([B:30]3[O:34][C:33]([CH3:36])([CH3:35])[C:32]([CH3:38])([CH3:37])[O:31]3)[C:17]([O:21][CH3:22])=[N:16]2)[CH2:11][CH2:10]1)([C:4]([CH3:7])([CH3:6])[CH3:5])([CH3:3])[CH3:2], predict the reactants needed to synthesize it. The reactants are: [Si:1]([O:8][C@H:9]1[CH2:14][CH2:13][C@H:12]([N:15]2[CH:19]=[C:18](I)[C:17]([O:21][CH3:22])=[N:16]2)[CH2:11][CH2:10]1)([C:4]([CH3:7])([CH3:6])[CH3:5])([CH3:3])[CH3:2].C([Mg]Cl)(C)C.CO[B:30]1[O:34][C:33]([CH3:36])([CH3:35])[C:32]([CH3:38])([CH3:37])[O:31]1.